Dataset: Forward reaction prediction with 1.9M reactions from USPTO patents (1976-2016). Task: Predict the product of the given reaction. (1) Given the reactants [Cl:1][C:2]1[CH:28]=[C:27]([Cl:29])[CH:26]=[CH:25][C:3]=1[CH2:4][N:5]1[C:9]([CH2:10][CH2:11][C:12]([O:14]CC)=[O:13])=[CH:8][C:7]([O:17][CH2:18][C:19]2[O:20][C:21]([CH3:24])=[N:22][N:23]=2)=[N:6]1.O.[OH-].[Li+].C(O)(=O)CC(CC(O)=O)(C(O)=O)O, predict the reaction product. The product is: [Cl:1][C:2]1[CH:28]=[C:27]([Cl:29])[CH:26]=[CH:25][C:3]=1[CH2:4][N:5]1[C:9]([CH2:10][CH2:11][C:12]([OH:14])=[O:13])=[CH:8][C:7]([O:17][CH2:18][C:19]2[O:20][C:21]([CH3:24])=[N:22][N:23]=2)=[N:6]1. (2) Given the reactants F[C:2]1[CH:7]=[C:6]([N+:8]([O-:10])=[O:9])[C:5]([F:11])=[CH:4][C:3]=1[N+:12]([O-:14])=[O:13].[CH2:15]([NH2:18])[CH2:16][CH3:17], predict the reaction product. The product is: [F:11][C:5]1[C:6]([N+:8]([O-:10])=[O:9])=[CH:7][C:2]([NH:18][CH2:15][CH2:16][CH3:17])=[C:3]([N+:12]([O-:14])=[O:13])[CH:4]=1. (3) Given the reactants [Cl:1][C:2]1[C:10]([N+:11]([O-])=O)=[C:9]([Cl:14])[C:8]([F:15])=[CH:7][C:3]=1[C:4]([NH2:6])=[O:5].C([O-])(O)=O.[Na+], predict the reaction product. The product is: [Cl:1][C:2]1[C:10]([NH2:11])=[C:9]([Cl:14])[C:8]([F:15])=[CH:7][C:3]=1[C:4]([NH2:6])=[O:5]. (4) Given the reactants [CH:1]1([C:7]2[C:8]3[S:23][C:22]([C:24]([O:26]C)=[O:25])=[CH:21][C:9]=3[N:10]([CH2:18][O:19][CH3:20])[C:11]=2[C:12]2[CH:17]=[CH:16][CH:15]=[CH:14][CH:13]=2)[CH2:6][CH2:5][CH2:4][CH2:3][CH2:2]1.[OH-].[Na+], predict the reaction product. The product is: [CH:1]1([C:7]2[C:8]3[S:23][C:22]([C:24]([OH:26])=[O:25])=[CH:21][C:9]=3[N:10]([CH2:18][O:19][CH3:20])[C:11]=2[C:12]2[CH:17]=[CH:16][CH:15]=[CH:14][CH:13]=2)[CH2:2][CH2:3][CH2:4][CH2:5][CH2:6]1. (5) Given the reactants [F:1][C:2]([F:11])([F:10])[C:3]1[N:8]=[CH:7][C:6]([OH:9])=[CH:5][CH:4]=1.[N+:12]([O-])([OH:14])=[O:13], predict the reaction product. The product is: [N+:12]([C:5]1[CH:4]=[C:3]([C:2]([F:1])([F:10])[F:11])[N:8]=[CH:7][C:6]=1[OH:9])([O-:14])=[O:13].